From a dataset of Reaction yield outcomes from USPTO patents with 853,638 reactions. Predict the reaction yield, written as a fraction of the theoretical maximum amount of product (1.0 means a 100% yield; for example, 0.34 means a 34% yield). (1) The reactants are [Cl:1][CH:2]=[CH:3]Cl.N1CCCCC1.[C:11]([C:13]1[CH:20]=[CH:19][C:16]([CH:17]=[O:18])=[CH:15][CH:14]=1)#[CH:12]. The catalyst is C1C=CC([P]([Pd]([P](C2C=CC=CC=2)(C2C=CC=CC=2)C2C=CC=CC=2)([P](C2C=CC=CC=2)(C2C=CC=CC=2)C2C=CC=CC=2)[P](C2C=CC=CC=2)(C2C=CC=CC=2)C2C=CC=CC=2)(C2C=CC=CC=2)C2C=CC=CC=2)=CC=1.[Cu]I.C1COCC1. The product is [Cl:1]/[CH:2]=[CH:3]/[C:12]#[C:11][C:13]1[CH:20]=[CH:19][C:16]([CH:17]=[O:18])=[CH:15][CH:14]=1. The yield is 0.590. (2) The reactants are [N:1]1[CH:6]=[CH:5][CH:4]=[C:3]([NH:7][C:8](=[O:15])OCC(Cl)(Cl)Cl)[CH:2]=1.[S:16]1[CH:20]=[CH:19][C:18]([C:21]2[CH:22]=[C:23]([N:27]3[CH2:32][CH2:31][NH:30][CH2:29][CH2:28]3)[CH:24]=[CH:25][CH:26]=2)=[CH:17]1.C(N(C(C)C)CC)(C)C.O. The catalyst is CS(C)=O. The product is [N:1]1[CH:6]=[CH:5][CH:4]=[C:3]([NH:7][C:8]([N:30]2[CH2:31][CH2:32][N:27]([C:23]3[CH:24]=[CH:25][CH:26]=[C:21]([C:18]4[CH:19]=[CH:20][S:16][CH:17]=4)[CH:22]=3)[CH2:28][CH2:29]2)=[O:15])[CH:2]=1. The yield is 0.373. (3) The reactants are [Br:1][C:2]1[CH:3]=[C:4]2[C:8](=[CH:9][CH:10]=1)[C:7](=[O:11])[CH2:6][CH2:5]2.[BH4-].[Na+]. The catalyst is CO. The product is [Br:1][C:2]1[CH:3]=[C:4]2[C:8](=[CH:9][CH:10]=1)[CH:7]([OH:11])[CH2:6][CH2:5]2. The yield is 0.930. (4) The reactants are [CH3:1][C:2]1[S:3][C:4]([C:8]([OH:10])=[O:9])=[C:5](C)[N:6]=1.[Li+].CC([N-]C(C)C)C.Cl[CH2:20][C:21]1[C:22]([C:27]2[CH:32]=[CH:31][CH:30]=[CH:29][CH:28]=2)=[N:23][O:24][C:25]=1[CH3:26]. The catalyst is C1COCC1. The product is [CH3:26][C:25]1[O:24][N:23]=[C:22]([C:27]2[CH:28]=[CH:29][CH:30]=[CH:31][CH:32]=2)[C:21]=1[CH2:20][CH2:1][C:2]1[S:3][C:4]([C:8]([OH:10])=[O:9])=[CH:5][N:6]=1. The yield is 0.600. (5) The reactants are [N+:1]([C:4]1[CH:12]=[C:11]2[C:7]([C:8]([CH2:13][C:14]#[N:15])=[CH:9][NH:10]2)=[CH:6][CH:5]=1)([O-:3])=[O:2].[CH3:16][C:17]([O:20][C:21](O[C:21]([O:20][C:17]([CH3:19])([CH3:18])[CH3:16])=[O:22])=[O:22])([CH3:19])[CH3:18].CCN(CC)CC. The catalyst is C1COCC1. The product is [C:17]([O:20][C:21](=[O:22])[NH:15][CH2:14][CH2:13][C:8]1[C:7]2[C:11](=[CH:12][C:4]([N+:1]([O-:3])=[O:2])=[CH:5][CH:6]=2)[NH:10][CH:9]=1)([CH3:19])([CH3:18])[CH3:16]. The yield is 0.380. (6) The reactants are [Br:1][C:2]1[CH:3]=[C:4]2[C:8](=[CH:9][CH:10]=1)[NH:7][C:6](=[O:11])[CH2:5]2.[CH3:12][N:13]([CH3:33])[CH2:14][CH2:15][NH:16][C:17]([C:19]1[C:23]([C:24]2[CH:29]=[CH:28][CH:27]=[CH:26][CH:25]=2)=[C:22]([CH:30]=O)[NH:21][C:20]=1[CH3:32])=[O:18]. No catalyst specified. The product is [CH3:12][N:13]([CH3:33])[CH2:14][CH2:15][NH:16][C:17]([C:19]1[C:23]([C:24]2[CH:29]=[CH:28][CH:27]=[CH:26][CH:25]=2)=[C:22]([CH:30]=[C:5]2[C:4]3[C:8](=[CH:9][CH:10]=[C:2]([Br:1])[CH:3]=3)[NH:7][C:6]2=[O:11])[NH:21][C:20]=1[CH3:32])=[O:18]. The yield is 0.550. (7) The reactants are C1(P(C2C=CC=CC=2)C2C=CC=CC=2)C=CC=CC=1.[N:20]([CH2:23][CH:24]([OH:42])[CH2:25][N:26]1[CH2:31][CH2:30][CH:29]([CH2:32][C:33]2[CH:38]=[C:37]([O:39][CH3:40])[CH:36]=[CH:35][C:34]=2[Br:41])[CH2:28][CH2:27]1)=[N+]=[N-]. The catalyst is O1CCCC1.O1CCCC1.O. The product is [NH2:20][CH2:23][CH:24]([OH:42])[CH2:25][N:26]1[CH2:31][CH2:30][CH:29]([CH2:32][C:33]2[CH:38]=[C:37]([O:39][CH3:40])[CH:36]=[CH:35][C:34]=2[Br:41])[CH2:28][CH2:27]1. The yield is 0.860. (8) The reactants are Br[C:2]1[CH:3]=[CH:4][CH:5]=[C:6]2[C:11]=1[N:10]=[C:9]([C:12]1[CH:16]=[C:15]([CH3:17])[S:14][CH:13]=1)[CH:8]=[CH:7]2.[CH:18]([C:21]1[CH:27]=[CH:26][CH:25]=[C:24]([CH:28]([CH3:30])[CH3:29])[C:22]=1[NH2:23])([CH3:20])[CH3:19].C1(P(C2CCCCC2)C2C=CC=CC=2C2C=CC=CC=2N(C)C)CCCCC1.O. The catalyst is C1(C)C=CC=CC=1.C1C=CC(/C=C/C(/C=C/C2C=CC=CC=2)=O)=CC=1.C1C=CC(/C=C/C(/C=C/C2C=CC=CC=2)=O)=CC=1.[Pd]. The product is [CH:28]([C:24]1[CH:25]=[CH:26][CH:27]=[C:21]([CH:18]([CH3:20])[CH3:19])[C:22]=1[NH:23][C:2]1[CH:3]=[CH:4][CH:5]=[C:6]2[C:11]=1[N:10]=[C:9]([C:12]1[CH:16]=[C:15]([CH3:17])[S:14][CH:13]=1)[CH:8]=[CH:7]2)([CH3:30])[CH3:29]. The yield is 0.540. (9) The reactants are [Si]([O:8][C@@H:9]([CH3:34])[C@@H:10]([NH:23][C:24]1[CH:31]=[CH:30][C:27]([C:28]#[N:29])=[C:26]([Cl:32])[C:25]=1[CH3:33])[C:11]1[O:12][C:13]([C:16]2[CH:21]=[CH:20][C:19]([I:22])=[CH:18][CH:17]=2)=[N:14][N:15]=1)(C(C)(C)C)(C)C.CCCC[N+](CCCC)(CCCC)CCCC.[F-]. The catalyst is C1COCC1. The product is [Cl:32][C:26]1[C:25]([CH3:33])=[C:24]([NH:23][C@@H:10]([C:11]2[O:12][C:13]([C:16]3[CH:17]=[CH:18][C:19]([I:22])=[CH:20][CH:21]=3)=[N:14][N:15]=2)[C@@H:9]([OH:8])[CH3:34])[CH:31]=[CH:30][C:27]=1[C:28]#[N:29]. The yield is 0.940. (10) The reactants are Br[C:2]1[CH:10]=[C:9]2[C:5]([CH2:6][NH:7][C:8]2=[O:11])=[CH:4][CH:3]=1.[CH3:12][C:13]1([CH3:29])[C:17]([CH3:19])([CH3:18])[O:16][B:15]([B:15]2[O:16][C:17]([CH3:19])([CH3:18])[C:13]([CH3:29])([CH3:12])[O:14]2)[O:14]1.C([O-])(=O)C.[K+]. The catalyst is C1C=CC(P(C2C=CC=CC=2)[C-]2C=CC=C2)=CC=1.C1C=CC(P(C2C=CC=CC=2)[C-]2C=CC=C2)=CC=1.Cl[Pd]Cl.[Fe+2]. The product is [CH3:12][C:13]1([CH3:29])[C:17]([CH3:19])([CH3:18])[O:16][B:15]([C:2]2[CH:10]=[C:9]3[C:5]([CH2:6][NH:7][C:8]3=[O:11])=[CH:4][CH:3]=2)[O:14]1. The yield is 0.620.